This data is from Catalyst prediction with 721,799 reactions and 888 catalyst types from USPTO. The task is: Predict which catalyst facilitates the given reaction. Reactant: C[O:2][C:3](=[O:37])[CH2:4][CH2:5][CH2:6][O:7][C:8]1[CH:13]=[CH:12][C:11]([C:14]2[CH:18]=[C:17]([CH2:19][N:20]3[CH:25]=[C:24]4[N:26]=[C:27]([C:29]5[CH:34]=[CH:33][CH:32]=[C:31]([F:35])[C:30]=5[F:36])[N:28]=[C:23]4[CH:22]=[N:21]3)[O:16][N:15]=2)=[CH:10][CH:9]=1.[OH-].[K+]. Product: [F:36][C:30]1[C:31]([F:35])=[CH:32][CH:33]=[CH:34][C:29]=1[C:27]1[N:28]=[C:23]2[CH:22]=[N:21][N:20]([CH2:19][C:17]3[O:16][N:15]=[C:14]([C:11]4[CH:12]=[CH:13][C:8]([O:7][CH2:6][CH2:5][CH2:4][C:3]([OH:37])=[O:2])=[CH:9][CH:10]=4)[CH:18]=3)[CH:25]=[C:24]2[N:26]=1. The catalyst class is: 8.